This data is from Full USPTO retrosynthesis dataset with 1.9M reactions from patents (1976-2016). The task is: Predict the reactants needed to synthesize the given product. (1) Given the product [CH3:34][N:28]1[CH2:29][CH2:30][N:31]([CH3:33])[CH2:32][CH:27]1[CH2:26][O:25][C:20]1[CH:21]=[C:22]2[C:17](=[CH:18][CH:19]=1)[CH:16]=[C:15]([C:9]1[C:8]3[C:12](=[CH:13][CH:14]=[C:6]([C:4]4[N:5]=[C:38]([CH2:37][CH:36]([CH3:42])[CH3:35])[NH:40][N:41]=4)[CH:7]=3)[NH:11][N:10]=1)[CH:24]=[CH:23]2, predict the reactants needed to synthesize it. The reactants are: C(O[C:4]([C:6]1[CH:7]=[C:8]2[C:12](=[CH:13][CH:14]=1)[NH:11][N:10]=[C:9]2[C:15]1[CH:24]=[CH:23][C:22]2[C:17](=[CH:18][CH:19]=[C:20]([O:25][CH2:26][CH:27]3[CH2:32][N:31]([CH3:33])[CH2:30][CH2:29][N:28]3[CH3:34])[CH:21]=2)[CH:16]=1)=[NH:5])C.[CH3:35][CH:36]([CH3:42])[CH2:37][C:38]([NH:40][NH2:41])=O.C(N(CC)CC)C. (2) Given the product [C:1]([CH2:3][C:4]1([C:8]([OH:10])=[O:9])[CH2:7][CH2:6][CH2:5]1)#[N:2], predict the reactants needed to synthesize it. The reactants are: [C:1]([CH2:3][C:4]1([C:8]([O:10]CC)=[O:9])[CH2:7][CH2:6][CH2:5]1)#[N:2].[OH-].[Na+].